From a dataset of Full USPTO retrosynthesis dataset with 1.9M reactions from patents (1976-2016). Predict the reactants needed to synthesize the given product. (1) Given the product [F:1][C:2]1[C:3]([CH3:23])=[C:4]([C@:8]2([C:20]([NH:53][OH:52])=[O:21])[CH2:12][CH2:11][C:10]([C:13]3[C:14]([CH3:19])=[N:15][CH:16]=[CH:17][CH:18]=3)=[CH:9]2)[CH:5]=[CH:6][CH:7]=1, predict the reactants needed to synthesize it. The reactants are: [F:1][C:2]1[C:3]([CH3:23])=[C:4]([C@:8]2([C:20](O)=[O:21])[CH2:12][CH2:11][C:10]([C:13]3[C:14]([CH3:19])=[N:15][CH:16]=[CH:17][CH:18]=3)=[CH:9]2)[CH:5]=[CH:6][CH:7]=1.CN(C(F)=[N+](C)C)C.F[P-](F)(F)(F)(F)F.CCN(CC)CC.O1CCCCC1[O:52][NH2:53].Cl. (2) The reactants are: Cl[C:2]1[N:7]=[N:6][C:5]([CH2:8][N:9]2[CH:14]=[C:13]3[N:15]=[C:16]([C:18]4[CH:23]=[CH:22][CH:21]=[C:20]([F:24])[C:19]=4[F:25])[N:17]=[C:12]3[CH:11]=[N:10]2)=[CH:4][CH:3]=1.[Cl:26][C:27]1[CH:32]=[C:31]([O:33][CH3:34])[CH:30]=[CH:29][C:28]=1B(O)O. Given the product [Cl:26][C:27]1[CH:32]=[C:31]([O:33][CH3:34])[CH:30]=[CH:29][C:28]=1[C:2]1[N:7]=[N:6][C:5]([CH2:8][N:9]2[CH:14]=[C:13]3[N:15]=[C:16]([C:18]4[CH:23]=[CH:22][CH:21]=[C:20]([F:24])[C:19]=4[F:25])[N:17]=[C:12]3[CH:11]=[N:10]2)=[CH:4][CH:3]=1, predict the reactants needed to synthesize it. (3) The reactants are: [CH3:1][O:2][C:3]1[CH:4]=[C:5]2[C:10](=[CH:11][C:12]=1[O:13][CH3:14])[N:9]=[CH:8][CH:7]=[C:6]2[O:15][C:16]1[CH:17]=[C:18]2[C:23](=[CH:24][CH:25]=1)[CH:22]=[C:21]([NH2:26])[CH:20]=[CH:19]2.C([O-])([O-])=O.[K+].[K+].[CH3:33][O:34][C:35]1[CH:43]=[CH:42][CH:41]=[CH:40][C:36]=1[C:37](Cl)=[O:38]. Given the product [CH3:1][O:2][C:3]1[CH:4]=[C:5]2[C:10](=[CH:11][C:12]=1[O:13][CH3:14])[N:9]=[CH:8][CH:7]=[C:6]2[O:15][C:16]1[CH:17]=[C:18]2[C:23](=[CH:24][CH:25]=1)[CH:22]=[C:21]([NH:26][C:37](=[O:38])[C:36]1[CH:40]=[CH:41][CH:42]=[CH:43][C:35]=1[O:34][CH3:33])[CH:20]=[CH:19]2, predict the reactants needed to synthesize it. (4) Given the product [CH2:2]([O:15][C:12]1[CH:13]=[CH:14][C:8]2[O:7][CH2:6][O:10][C:9]=2[CH:11]=1)[CH2:3][CH2:4][CH3:5], predict the reactants needed to synthesize it. The reactants are: Br[CH2:2][CH2:3][CH2:4][CH3:5].[CH2:6]1[O:10][C:9]2[CH:11]=[C:12]([OH:15])[CH:13]=[CH:14][C:8]=2[O:7]1. (5) Given the product [CH:10]1([C:6]2([N+:7]([O-:9])=[O:8])[CH2:17][N:18]([CH3:19])[C:3](=[O:16])[CH2:4][CH2:5]2)[CH2:11][CH2:12][CH2:13][CH2:14][CH2:15]1, predict the reactants needed to synthesize it. The reactants are: CO[C:3](=[O:16])[CH2:4][CH2:5][CH:6]([CH:10]1[CH2:15][CH2:14][CH2:13][CH2:12][CH2:11]1)[N+:7]([O-:9])=[O:8].[CH3:17][N:18]1CN(C)CN(C)[CH2:19]1. (6) Given the product [CH3:1][O:2][C:3]([CH:5]1[CH2:6][CH2:7][CH:8]([CH2:11][C:12]2[CH:17]=[CH:16][CH:15]=[CH:14][C:13]=2[F:18])[CH2:9][CH2:10]1)=[O:4], predict the reactants needed to synthesize it. The reactants are: [CH3:1][O:2][C:3]([CH:5]1[CH2:10][CH2:9][CH:8]([C:11](=O)[C:12]2[CH:17]=[CH:16][CH:15]=[CH:14][C:13]=2[F:18])[CH2:7][CH2:6]1)=[O:4].FC(F)(F)C(O)=O.C([SiH](CC)CC)C. (7) Given the product [C:1]([O:5][C:6]([N:8]1[CH2:9][CH2:10][C:11](=[C:14]([C:15]2[CH:16]=[CH:17][CH:18]=[CH:19][CH:20]=2)[C:26]2[CH:27]=[CH:28][CH:29]=[C:24]([CH2:23][OH:22])[CH:25]=2)[CH2:12][CH2:13]1)=[O:7])([CH3:4])([CH3:2])[CH3:3], predict the reactants needed to synthesize it. The reactants are: [C:1]([O:5][C:6]([N:8]1[CH2:13][CH2:12][C:11](=[C:14](I)[C:15]2[CH:20]=[CH:19][CH:18]=[CH:17][CH:16]=2)[CH2:10][CH2:9]1)=[O:7])([CH3:4])([CH3:3])[CH3:2].[OH:22][CH2:23][C:24]1[CH:25]=[C:26](B(O)O)[CH:27]=[CH:28][CH:29]=1.C(=O)([O-])[O-].[Na+].[Na+].